From a dataset of Reaction yield outcomes from USPTO patents with 853,638 reactions. Predict the reaction yield, written as a fraction of the theoretical maximum amount of product (1.0 means a 100% yield; for example, 0.34 means a 34% yield). (1) The reactants are C([N:3]([CH2:6]C)[CH2:4][CH3:5])C.[C:8](O)(=O)[CH2:9]CC#C.C1(P(N=[N+]=[N-])(C2C=CC=CC=2)=[O:22])C=CC=CC=1.[C:32]([OH:36])([CH3:35])([CH3:34])[CH3:33]. No catalyst specified. The product is [C:32]([O:36][C:6](=[O:22])[NH:3][CH2:4][CH2:5][C:8]#[CH:9])([CH3:35])([CH3:34])[CH3:33]. The yield is 0.530. (2) The reactants are [F:1][C:2]([F:28])([F:27])[CH:3]([C:18]1[CH:23]=[C:22]([Cl:24])[C:21]([Cl:25])=[C:20]([Cl:26])[CH:19]=1)/[CH:4]=[CH:5]/[C:6]1[C:15]2[C:10](=[CH:11][CH:12]=[CH:13][CH:14]=2)[C:9]([CH2:16][NH2:17])=[CH:8][CH:7]=1.[CH2:29]([N:31]=[C:32]=[O:33])[CH3:30]. The catalyst is C(Cl)Cl. The product is [CH2:29]([NH:31][C:32]([NH:17][CH2:16][C:9]1[C:10]2[C:15](=[CH:14][CH:13]=[CH:12][CH:11]=2)[C:6](/[CH:5]=[CH:4]/[CH:3]([C:18]2[CH:19]=[C:20]([Cl:26])[C:21]([Cl:25])=[C:22]([Cl:24])[CH:23]=2)[C:2]([F:1])([F:27])[F:28])=[CH:7][CH:8]=1)=[O:33])[CH3:30]. The yield is 0.600. (3) The reactants are [OH:1][C:2]1[CH:7]=[CH:6][CH:5]=[CH:4][C:3]=1[C:8](=[O:14])[CH2:9][C:10]([O:12][CH3:13])=[O:11].[Cl:15][C:16]1[CH:17]=[C:18]([CH:21]=[CH:22][CH:23]=1)[CH:19]=O.N1CCCCC1.C(O)(=O)C. The catalyst is C(O)(C)C. The product is [Cl:15][C:16]1[CH:17]=[C:18]([CH:19]2[CH:9]([C:10]([O:12][CH3:13])=[O:11])[C:8](=[O:14])[C:3]3[C:2](=[CH:7][CH:6]=[CH:5][CH:4]=3)[O:1]2)[CH:21]=[CH:22][CH:23]=1. The yield is 0.420. (4) The reactants are [CH3:1][O:2][C:3]1[CH:8]=[CH:7][C:6]([CH2:9]O)=[CH:5][CH:4]=1.C1(P(C2C=CC=CC=2)C2C=CC=CC=2)C=CC=CC=1.[CH2:30]([O:34][C:35]([NH:37][S:38]([NH:41][CH2:42][C:43]([O:45][CH2:46][CH3:47])=[O:44])(=[O:40])=[O:39])=[O:36])[CH2:31][CH2:32][CH3:33].CC(OC(/N=N/C(OC(C)C)=O)=O)C. The yield is 0.690. The catalyst is C1COCC1. The product is [CH2:30]([O:34][C:35]([N:37]([CH2:9][C:6]1[CH:5]=[CH:4][C:3]([O:2][CH3:1])=[CH:8][CH:7]=1)[S:38]([NH:41][CH2:42][C:43]([O:45][CH2:46][CH3:47])=[O:44])(=[O:39])=[O:40])=[O:36])[CH2:31][CH2:32][CH3:33]. (5) The reactants are [CH3:1][O:2][C:3]1[CH:9]=[C:8]([O:10][CH3:11])[C:7]([C:12]([F:15])([F:14])[F:13])=[CH:6][C:4]=1[NH2:5].[C:16](Cl)(Cl)=[O:17]. The catalyst is CCOC(C)=O. The product is [N:5]([C:4]1[CH:6]=[C:7]([C:12]([F:14])([F:13])[F:15])[C:8]([O:10][CH3:11])=[CH:9][C:3]=1[O:2][CH3:1])=[C:16]=[O:17]. The yield is 0.850. (6) The reactants are [CH:1]([O:4][C:5]1[CH:6]=[C:7](Br)[CH:8]=[N:9][CH:10]=1)([CH3:3])[CH3:2].[CH3:12][C@H:13]([OH:17])[CH2:14][CH:15]=[CH2:16].C(N(CC)CC)C. The catalyst is C([O-])(=O)C.[Pd+2].C([O-])(=O)C.C1(C)C=CC=CC=1P(C1C=CC=CC=1C)C1C=CC=CC=1C.C(#N)C. The product is [CH:1]([O:4][C:5]1[CH:6]=[C:7](/[CH:16]=[CH:15]/[CH2:14][C@@H:13]([OH:17])[CH3:12])[CH:8]=[N:9][CH:10]=1)([CH3:3])[CH3:2]. The yield is 0.607. (7) The reactants are [Br:1][C:2]1[CH:3]=[C:4]2[C:12](=[CH:13][CH:14]=1)[N:11](S(C1C=CC=CC=1)(=O)=O)[C:10]1[CH:9]([OH:24])[CH2:8][CH2:7][CH2:6][C:5]2=1.[CH2:25](Br)[C:26]1[CH:31]=[CH:30][CH:29]=[CH:28][CH:27]=1.[H-].[Na+].C(OCC1C=CC=CC=1)C1C=CC=CC=1.[OH-].[Na+]. The catalyst is CN(C)C=O.CO.O1CCCC1. The product is [Br:1][C:2]1[CH:3]=[C:4]2[C:12](=[CH:13][CH:14]=1)[NH:11][C:10]1[CH:9]([O:24][CH2:25][C:26]3[CH:31]=[CH:30][CH:29]=[CH:28][CH:27]=3)[CH2:8][CH2:7][CH2:6][C:5]2=1. The yield is 0.710.